From a dataset of Reaction yield outcomes from USPTO patents with 853,638 reactions. Predict the reaction yield, written as a fraction of the theoretical maximum amount of product (1.0 means a 100% yield; for example, 0.34 means a 34% yield). (1) The reactants are [C:1]([C:4]1[CH:13]=[C:8]([C:9]([O:11][CH3:12])=[O:10])[C:7]([OH:14])=[CH:6][CH:5]=1)(=[O:3])[CH3:2].C(=O)([O-])[O-].[K+].[K+].[CH2:21](Br)[C:22]1[CH:27]=[CH:26][CH:25]=[CH:24][CH:23]=1. The catalyst is C(#N)C. The product is [CH3:12][O:11][C:9](=[O:10])[C:8]1[CH:13]=[C:4]([C:1](=[O:3])[CH3:2])[CH:5]=[CH:6][C:7]=1[O:14][CH2:21][C:22]1[CH:27]=[CH:26][CH:25]=[CH:24][CH:23]=1. The yield is 1.00. (2) The yield is 0.700. The catalyst is CN1C(=O)CCC1. The reactants are Cl[C:2]1[C:11]2[C:6](=[CH:7][CH:8]=[C:9]([F:12])[CH:10]=2)[CH:5]=[C:4]([Cl:13])[N:3]=1.[NH2:14][C@H:15]1[CH2:19][CH2:18][N:17]([C:20]([O:22][C:23]([CH3:26])([CH3:25])[CH3:24])=[O:21])[CH2:16]1.CCN(CC)CC. The product is [Cl:13][C:4]1[N:3]=[C:2]([NH:14][C@H:15]2[CH2:19][CH2:18][N:17]([C:20]([O:22][C:23]([CH3:26])([CH3:25])[CH3:24])=[O:21])[CH2:16]2)[C:11]2[C:6]([CH:5]=1)=[CH:7][CH:8]=[C:9]([F:12])[CH:10]=2.